This data is from Forward reaction prediction with 1.9M reactions from USPTO patents (1976-2016). The task is: Predict the product of the given reaction. (1) Given the reactants [Si]([O:8][CH2:9][C@H:10]([O:12][C:13]1[CH:14]=[CH:15][CH:16]=[C:17]2[C:22]=1[N:21]=[C:20]([C:23]1[N:27]3[CH:28]=[C:29]([C@@H:32]([N:37]4[CH2:41][CH2:40][C@H:39]([NH:42]C(=O)OC(C)(C)C)[CH2:38]4)[C:33]([F:36])([F:35])[F:34])[CH:30]=[CH:31][C:26]3=[N:25][N:24]=1)[CH:19]=[CH:18]2)[CH3:11])(C(C)(C)C)(C)C.FC(F)(F)C(O)=O.[Cl:57]CCl, predict the reaction product. The product is: [ClH:57].[ClH:57].[NH2:42][C@H:39]1[CH2:40][CH2:41][N:37]([C@H:32]([C:29]2[CH:30]=[CH:31][C:26]3[N:27]([C:23]([C:20]4[CH:19]=[CH:18][C:17]5[C:22](=[C:13]([O:12][C@H:10]([CH3:11])[CH2:9][OH:8])[CH:14]=[CH:15][CH:16]=5)[N:21]=4)=[N:24][N:25]=3)[CH:28]=2)[C:33]([F:35])([F:36])[F:34])[CH2:38]1. (2) Given the reactants Br[C:2]1[C:10]2[O:9][CH:8]([CH3:11])[CH2:7][C:6]=2[C:5]2[C:12]([C:22]([NH:24][CH3:25])=[O:23])=[C:13]([C:15]3[CH:20]=[CH:19][C:18]([F:21])=[CH:17][CH:16]=3)[O:14][C:4]=2[CH:3]=1.[CH3:26][C:27]1[C:31](B(O)O)=[C:30]([CH3:35])[O:29][N:28]=1.C([O-])([O-])=O.[Na+].[Na+], predict the reaction product. The product is: [CH3:26][C:27]1[C:31]([C:2]2[C:10]3[O:9][CH:8]([CH3:11])[CH2:7][C:6]=3[C:5]3[C:12]([C:22]([NH:24][CH3:25])=[O:23])=[C:13]([C:15]4[CH:16]=[CH:17][C:18]([F:21])=[CH:19][CH:20]=4)[O:14][C:4]=3[CH:3]=2)=[C:30]([CH3:35])[O:29][N:28]=1. (3) Given the reactants [C:9](O[C:9]([O:11][C:12]([CH3:15])([CH3:14])[CH3:13])=[O:10])([O:11][C:12]([CH3:15])([CH3:14])[CH3:13])=[O:10].[S:16]1[CH:20]=[CH:19][CH:18]=[C:17]1[CH2:21][NH2:22].[Br:23]N1C(=O)CCC1=O, predict the reaction product. The product is: [Br:23][C:20]1[S:16][C:17]([CH2:21][NH:22][C:9](=[O:10])[O:11][C:12]([CH3:13])([CH3:14])[CH3:15])=[CH:18][CH:19]=1. (4) Given the reactants [CH:1]12[O:8][CH:5]([CH2:6][CH2:7]1)[CH2:4][N:3]([C:9]1[C:10]3[CH2:18][O:17][C:16](=[O:19])[C:11]=3[N:12]=[C:13]([Cl:15])[N:14]=1)[CH2:2]2.[CH3:20][Mg]Br, predict the reaction product. The product is: [CH:5]12[O:8][CH:1]([CH2:7][CH2:6]1)[CH2:2][N:3]([C:9]1[C:10]3[CH2:18][O:17][C:16]([CH3:20])([OH:19])[C:11]=3[N:12]=[C:13]([Cl:15])[N:14]=1)[CH2:4]2. (5) Given the reactants C(N(CC)CC)C.[C:8]1([CH3:18])[CH:13]=[CH:12][C:11]([S:14](Cl)(=[O:16])=[O:15])=[CH:10][CH:9]=1.[F:19][C:20]1[CH:25]=[CH:24][C:23]([CH2:26][C:27]2[C:36]3[C:31](=[CH:32][CH:33]=[CH:34][CH:35]=3)[C:30](=[O:37])[NH:29][N:28]=2)=[CH:22][C:21]=1[C:38]([N:40]1[CH2:45][CH2:44][NH:43][CH2:42][CH:41]1[C:46](=[O:53])[CH2:47][CH2:48][CH2:49][CH2:50][CH2:51]O)=[O:39], predict the reaction product. The product is: [F:19][C:20]1[CH:25]=[CH:24][C:23]([CH2:26][C:27]2[C:36]3[C:31](=[CH:32][CH:33]=[CH:34][CH:35]=3)[C:30](=[O:37])[NH:29][N:28]=2)=[CH:22][C:21]=1[C:38]([N:40]1[CH2:45][CH2:44][NH:43][CH2:42][CH:41]1[C:46](=[O:53])[CH2:47][CH2:48][CH2:49][CH2:50][CH2:51][S:14]([C:11]1[CH:12]=[CH:13][C:8]([CH3:18])=[CH:9][CH:10]=1)(=[O:16])=[O:15])=[O:39].